From a dataset of Reaction yield outcomes from USPTO patents with 853,638 reactions. Predict the reaction yield, written as a fraction of the theoretical maximum amount of product (1.0 means a 100% yield; for example, 0.34 means a 34% yield). (1) The reactants are [CH2:1]([O:8][C:9]([N:11]1[CH2:16][CH2:15][CH:14]([C:17](=O)[NH2:18])[CH2:13][CH2:12]1)=[O:10])[C:2]1[CH:7]=[CH:6][CH:5]=[CH:4][CH:3]=1.COC1C=CC(P2(SP(C3C=CC(OC)=CC=3)(=S)S2)=[S:29])=CC=1. The catalyst is C1COCC1. The product is [CH2:1]([O:8][C:9]([N:11]1[CH2:16][CH2:15][CH:14]([C:17](=[S:29])[NH2:18])[CH2:13][CH2:12]1)=[O:10])[C:2]1[CH:7]=[CH:6][CH:5]=[CH:4][CH:3]=1. The yield is 0.230. (2) The reactants are [Cl:1][C:2]1[CH:7]=[C:6]([C:8]([F:11])([F:10])[F:9])[CH:5]=[C:4]([Cl:12])[C:3]=1[C:13]1[CH:18]=[CH:17][C:16]([CH3:19])=[CH:15][CH:14]=1.[Cl:20][S:21](O)(=[O:23])=[O:22]. The catalyst is C(Cl)(Cl)Cl. The product is [Cl:1][C:2]1[CH:7]=[C:6]([C:8]([F:9])([F:10])[F:11])[CH:5]=[C:4]([Cl:12])[C:3]=1[C:13]1[CH:18]=[CH:17][C:16]([CH3:19])=[C:15]([S:21]([Cl:20])(=[O:23])=[O:22])[CH:14]=1. The yield is 0.810.